Dataset: Acute oral toxicity (LD50) regression data from Zhu et al.. Task: Regression/Classification. Given a drug SMILES string, predict its toxicity properties. Task type varies by dataset: regression for continuous values (e.g., LD50, hERG inhibition percentage) or binary classification for toxic/non-toxic outcomes (e.g., AMES mutagenicity, cardiotoxicity, hepatotoxicity). Dataset: ld50_zhu. (1) The drug is CCCOc1cc(C=CC(=S)OCC)ccc1OC. The rat oral LD50 is 2.46, given as -log10 of the dose in mol/kg body weight (higher means more acutely toxic). (2) The rat oral LD50 is 2.96, given as -log10 of the dose in mol/kg body weight (higher means more acutely toxic). The molecule is COc1c(C)c2c(c(O)c1CC=C(C)CCC(=O)O)C(=O)OC2. (3) The drug is CCCCC(O)CCOC(C)=O. The rat oral LD50 is 1.32, given as -log10 of the dose in mol/kg body weight (higher means more acutely toxic). (4) The drug is O=C(Nc1cc(Cl)ccc1Cl)c1cc(Cl)cc(-c2ccccc2)c1O. The rat oral LD50 is 1.79, given as -log10 of the dose in mol/kg body weight (higher means more acutely toxic).